Dataset: Full USPTO retrosynthesis dataset with 1.9M reactions from patents (1976-2016). Task: Predict the reactants needed to synthesize the given product. (1) Given the product [CH3:25][C:17]1([CH3:26])[O:16][C:15](=[O:27])[N:14]([C@H:11]2[CH2:12][CH2:13][C:8]([C:7]3[C:2](=[O:49])[NH:3][CH:4]=[C:5]([C:28]4[N:33]=[CH:32][CH:31]=[CH:30][N:29]=4)[CH:6]=3)=[CH:9][CH2:10]2)[C@H:18]1[C:19]1[CH:24]=[CH:23][CH:22]=[CH:21][CH:20]=1, predict the reactants needed to synthesize it. The reactants are: F[C:2]1[C:7]([C:8]2[CH2:13][CH2:12][C@@H:11]([N:14]3[C@@H:18]([C:19]4[CH:24]=[CH:23][CH:22]=[CH:21][CH:20]=4)[C:17]([CH3:26])([CH3:25])[O:16][C:15]3=[O:27])[CH2:10][CH:9]=2)=[CH:6][C:5]([C:28]2[N:33]=[CH:32][CH:31]=[CH:30][N:29]=2)=[CH:4][N:3]=1.FC1C(C2CC[C@H](N3[C@@H](C4C=CC=CC=4)C(C)(C)[O:49]C3=O)CC=2)=CC(C2N=CC=CN=2)=CN=1.O1CCOCC1.Cl. (2) The reactants are: [CH:1]([C:4]1[CH:5]=[C:6]2[C:11](=[CH:12][C:13]=1[O:14]C)[C:10]([CH3:16])=[CH:9][CH:8]=[CH:7]2)([CH3:3])[CH3:2].B(Br)(Br)Br. Given the product [CH:1]([C:4]1[C:13]([OH:14])=[CH:12][C:11]2[C:6]([CH:5]=1)=[CH:7][CH:8]=[CH:9][C:10]=2[CH3:16])([CH3:3])[CH3:2], predict the reactants needed to synthesize it. (3) Given the product [Cl:25][C:26]1[C:27]([I:33])=[CH:28][C:29]([NH:32][C:14]([C@@H:10]2[CH2:11][CH2:12][CH2:13][N:8]([C:6]([O:5][C:1]([CH3:2])([CH3:3])[CH3:4])=[O:7])[CH2:9]2)=[O:16])=[N:30][CH:31]=1, predict the reactants needed to synthesize it. The reactants are: [C:1]([O:5][C:6]([N:8]1[CH2:13][CH2:12][CH2:11][C@@H:10]([C:14]([OH:16])=O)[CH2:9]1)=[O:7])([CH3:4])([CH3:3])[CH3:2].ClC(N(C)C)=C(C)C.[Cl:25][C:26]1[C:27]([I:33])=[CH:28][C:29]([NH2:32])=[N:30][CH:31]=1.N1C=CC=CC=1. (4) Given the product [ClH:19].[ClH:19].[N:1]1[CH:6]=[CH:5][CH:4]=[C:3]([C:7]2[N:11]=[C:10]([C:12]3[CH:13]=[C:14]([CH:16]=[CH:17][CH:18]=3)[NH2:15])[O:9][N:8]=2)[CH:2]=1, predict the reactants needed to synthesize it. The reactants are: [N:1]1[CH:6]=[CH:5][CH:4]=[C:3]([C:7]2[N:11]=[C:10]([C:12]3[CH:13]=[C:14]([CH:16]=[CH:17][CH:18]=3)[NH2:15])[O:9][N:8]=2)[CH:2]=1.[ClH:19].